The task is: Binary Classification. Given a T-cell receptor sequence (or CDR3 region) and an epitope sequence, predict whether binding occurs between them.. This data is from TCR-epitope binding with 47,182 pairs between 192 epitopes and 23,139 TCRs. (1) The epitope is TPGPGVRYPL. The TCR CDR3 sequence is CSVEEGLQTGELFF. Result: 0 (the TCR does not bind to the epitope). (2) The epitope is KLPDDFTGCV. The TCR CDR3 sequence is CASSTDPASSYNSPLHF. Result: 1 (the TCR binds to the epitope). (3) The epitope is NYSGVVTTVMF. The TCR CDR3 sequence is CSVVSSDRQETQYF. Result: 0 (the TCR does not bind to the epitope).